From a dataset of Experimentally validated miRNA-target interactions with 360,000+ pairs, plus equal number of negative samples. Binary Classification. Given a miRNA mature sequence and a target amino acid sequence, predict their likelihood of interaction. (1) The miRNA is hsa-miR-532-3p with sequence CCUCCCACACCCAAGGCUUGCA. Result: 0 (no interaction). The protein sequence of the target gene is MSQSKGKKRNPGLKIPKEAFEQPQTSSTPPRDLDSKACISIGNQNFEVKADDLEPIMELGRGAYGVVEKMRHVPSGQIMAVKRIRATVNSQEQKRLLMDLDISMRTVDCPFTVTFYGALFREGDVWICMELMDTSLDKFYKQVIDKGQTIPEDILGKIAVSIVKALEHLHSKLSVIHRDVKPSNVLINALGQVKMCDFGISGYLVDSVAKTIDAGCKPYMAPERINPELNQKGYSVKSDIWSLGITMIELAILRFPYDSWGTPFQQLKQVVEEPSPQLPADKFSAEFVDFTSQCLKKNSK.... (2) The miRNA is hsa-miR-129-1-3p with sequence AAGCCCUUACCCCAAAAAGUAU. The protein sequence of the target gene is MPSVTQRLRDPDINPCLSESDASTRCLDENNYDRERCSTYFLRYKNCRRFWNSIVMQRRKNGVKPFMPTAAERDEILRAVGNMPY. Result: 1 (interaction). (3) The miRNA is mmu-miR-129-5p with sequence CUUUUUGCGGUCUGGGCUUGC. The protein sequence of the target gene is MEFSIRKSPLSVQKVVKCMKMKQTPEILGSANGKTQNCEVNHECSVFLSKAQLSNSLQEGVMQKFNGHDALPFLPAEKLKDLTSCVFNGEPGAHDTKLCFEAQEVKGIGTPPNTTPIKNGSPEIKLKITKTYMNGKPLFESSICGDGAADVSQSEENEQKSDNKTRRNRKRSIKYDSLLEQGLVEAALVSKISSPADKKIPVKKESCPNTGRDRDLLLKYNVGDLVWSKVSGYPWWPCMVSADPLLHNHTKLKGQKKSARQYHVQFFGDAPERAWIFEKSLVAFEGEEQFEKLCQESAKQ.... Result: 1 (interaction). (4) The miRNA is mmu-miR-1905 with sequence CACCAGUCCCACCACGCGGUAG. The protein sequence of the target gene is MEGRGPYRIYDPGGSTPLGEVSAAFERLVEENTRLKGKMQGIKMLGELLEESQMEASRLRQKAEELVKDSELSPPTSAPSLVSFDDLAELTGQDTKVQVHPATSTAATTTATATTGNSMEKPEPASKSPSNGASSDFEVVPTEEQNSPETGSHPTNMMDLGPPPPEDSNLKLHLQRLETTLSVCAEEPDHSQLFTHLGRMALEFNRLASKVHKNEQRTSILQTLCEQLRQENEALKAKLDKGLEQRDLAAERLREENTELKKLLMNSSCKEGLCGQPSSPKPEGAGKKGVAGQQQASVMA.... Result: 0 (no interaction). (5) The miRNA is hsa-miR-557 with sequence GUUUGCACGGGUGGGCCUUGUCU. The protein sequence of the target gene is MALPFQKGLEKYKNIDEDELLGKLSEEELKQLENVLDDLDPESATLPAGFRQKDQTQKAATGPFDREHLLMYLEKEALEQKDREDFVPFTGEKKGRVFIPKEKPVETRKEEKVTLDPELEEALASASDTELYDLAAVLGVHNLLNNPKFDEETTNGEGRKGPVRNVVKGEKAKPVFEEPPNPTNVEASLQQMKANDPSLQEVNLNNIKNIPIPTLKEFAKSLETNTHVKKFSLAATRSNDPVALAFAEMLKVNKTLKSLNVESNFITGTGILALVEALRENDTLTEIKIDNQRQQLGTAV.... Result: 0 (no interaction). (6) Result: 1 (interaction). The protein sequence of the target gene is MAVARVDGALAPGEGSVVNWSGQGLQKLGANLPCEADVHTLILDKNQIIKLENLEKCKQLIQLSVANNRLVRMMGVAKLTQLRVLNLPHNSIGCVEGLKDLVHLEWLNLAGNNLKTMEQVNSCTALQHLDLSDNNIPQIGDVSKLISLKTLLLHGNIITSLRMAPAYLPRNLSILSLAENEIRDLNEISFLASLSELEQLSIMNNPCVMATPSIPGFDYRPFIVSWCLNLRVLDGYVISQKESLKAEWLYSQGKGRSYRPGQHIQLVQYLATVCPLTSALGLQTAEDAKLEKILSKQRFH.... The miRNA is mmu-miR-5121 with sequence AGCUUGUGAUGAGACAUCUCC. (7) The miRNA is hsa-miR-3157-5p with sequence UUCAGCCAGGCUAGUGCAGUCU. The protein sequence of the target gene is MKVKVIPVLEDNYMYLIIEEHTREAVAIDVAVAERLLEIAGREGVSLTMVLSTHHHWDHTRGNAELAHILPGLAVLGADERICALTRRLEHGEGLQFGAIHVRCLLTPGHTSGHMSYFLWEDDCPDSPALFSGDALSVAGCGWHLEDTAQQMYQSLAKTLGTLPPETKVFCGHEHTLSNLEFAQKVEPCNEHVQAKLSWAQERDDEDIPTVPSTLGEELMYNPFLRVTEDAVRAFTGQVAPAQVLEALCRERARFQPAVEPPQPQVRALLALQWGLLSTHQKK. Result: 0 (no interaction).